From a dataset of Full USPTO retrosynthesis dataset with 1.9M reactions from patents (1976-2016). Predict the reactants needed to synthesize the given product. The reactants are: [CH3:1][CH:2]([CH3:6])[C:3](=[S:5])[NH2:4].Cl[CH:8]([CH:14]=O)[C:9]([O:11][CH2:12][CH3:13])=[O:10]. Given the product [CH:2]([C:3]1[S:5][C:8]([C:9]([O:11][CH2:12][CH3:13])=[O:10])=[CH:14][N:4]=1)([CH3:6])[CH3:1], predict the reactants needed to synthesize it.